This data is from Catalyst prediction with 721,799 reactions and 888 catalyst types from USPTO. The task is: Predict which catalyst facilitates the given reaction. (1) Reactant: O[CH2:2][C:3]1[O:7][C:6]([CH2:8][O:9][C:10]([C:23]2[CH:28]=[CH:27][CH:26]=[CH:25][CH:24]=2)([C:17]2[CH:22]=[CH:21][CH:20]=[CH:19][CH:18]=2)[C:11]2[CH:16]=[CH:15][CH:14]=[CH:13][CH:12]=2)=[N:5][C:4]=1[CH3:29].C(N(CC)CC)C.CS([Cl:41])(=O)=O.O. Product: [Cl:41][CH2:2][C:3]1[O:7][C:6]([CH2:8][O:9][C:10]([C:23]2[CH:28]=[CH:27][CH:26]=[CH:25][CH:24]=2)([C:17]2[CH:22]=[CH:21][CH:20]=[CH:19][CH:18]=2)[C:11]2[CH:16]=[CH:15][CH:14]=[CH:13][CH:12]=2)=[N:5][C:4]=1[CH3:29]. The catalyst class is: 22. (2) Reactant: [NH2:1][C:2]1[C:3]([C:8]2[CH:26]=[CH:25][C:11]([C:12]([NH:14][C:15]3[CH:20]=[CH:19][C:18]([C:21]([CH3:24])([CH3:23])[CH3:22])=[CH:17][CH:16]=3)=[O:13])=[CH:10][CH:9]=2)=[N:4][CH:5]=[CH:6][CH:7]=1.Cl[C:28]([O:30][CH3:31])=[O:29].C([O-])([O-])=O.[K+].[K+]. Product: [C:21]([C:18]1[CH:19]=[CH:20][C:15]([NH:14][C:12]([C:11]2[CH:10]=[CH:9][C:8]([C:3]3[C:2]([NH:1][C:28](=[O:29])[O:30][CH3:31])=[CH:7][CH:6]=[CH:5][N:4]=3)=[CH:26][CH:25]=2)=[O:13])=[CH:16][CH:17]=1)([CH3:22])([CH3:23])[CH3:24]. The catalyst class is: 57.